This data is from Experimentally validated miRNA-target interactions with 360,000+ pairs, plus equal number of negative samples. The task is: Binary Classification. Given a miRNA mature sequence and a target amino acid sequence, predict their likelihood of interaction. (1) The miRNA is mmu-miR-136-5p with sequence ACUCCAUUUGUUUUGAUGAUGG. The protein sequence of the target gene is MEVVEVESPLNPSCKIMTFRPSMEEFREFNKYLAYMESKGAHRAGLAKVIPPKEWKPRQCYDDIDNLLIPAPIQQMVTGQSGLFTQYNIQKKAMTVKEFRQLANSSKYCTPRYLDYEDLERKYWKNLTFVAPIYGADINGSIYDEGVDEWNIARLNTVLDVVEEECGISIEGVNTPYLYFGMWKTTFAWHTEDMDLYSINYLHFGEPKSWYAIPPEHGKRLERLAQGFFPSSSQGCDAFLRHKMTLISPSVLKKYGIPFDKITQEAGEFMITFPYGYHAGFNHGFNCAESTNFATVRWID.... Result: 1 (interaction). (2) The miRNA is mmu-miR-880-5p with sequence UACUCAGAUUGAUAUGAGUCA. The protein sequence of the target gene is MACGATLKRTLDFDPLLSPASPKRRRCAPLSAPASAAASPAAATAAAAASAAAASPQKYLRMEPSPFGDVSSRLTTEQILYNIKQEYKRMQKRRHLEASFQQADPGCTSDSQPHAFLISGPASPGTSSATSSPLKKEQPLFTLRQVGMICERLLKEREEKVREEYEEILNTKLAEQYDAFVKFTHDQIMRRYGEQPASYVS. Result: 0 (no interaction). (3) The miRNA is hsa-miR-765 with sequence UGGAGGAGAAGGAAGGUGAUG. The protein sequence of the target gene is MIAELVSSALGLALYLNTLSADFCYDDSRAIKTNQDLLPETPWTHIFYNDFWGTLLTHSGSHKSYRPLCTLSFRLNHAIGGLNPWSYHLVNVLLHAAVTGLFTRFSKALLGDGYWTFMAGLMFASHPIHTEAVAGIVGRADVGASLFFLLSLLCYIKHCSTRGYSARTWGWFLGTGLCAGCSMLWKEQGVTVLAVSAVYDVFVFHRLKMKQILPTIYKRKNLSLFLSISLLTFWGTCLLGARLYWMGNKPPSFSNSDNPAADSDSLLARTLTFLYLPTKNLWLLLCPDTLSFDWSMDAVP.... Result: 0 (no interaction). (4) The miRNA is hsa-miR-6780b-3p with sequence UCCCUUGUCUCCUUUCCCUAG. The protein sequence of the target gene is MTPQLLLALVLWASCPPCSGRKGPPAALTLPRVQCRASRYPIAVDCSWTLPPAPNSTSPVSFIATYRLGMAARGHSWPCLQQTPTSTSCTITDVQLFSMAPYVLNVTAVHPWGSSSSFVPFITEHIIKPDPPEGVRLSPLAERQLQVQWEPPGSWPFPEIFSLKYWIRYKRQGAARFHRVGPIEATSFILRAVRPRARYYVQVAAQDLTDYGELSDWSLPATATMSLGK. Result: 0 (no interaction). (5) The miRNA is hsa-miR-6847-3p with sequence GGCUCAUGUGUCUGUCCUCUUC. The protein sequence of the target gene is MSVSLVVIRLELAGHSPVPTDFGFSAAAGEMSDEEIKKKTLASAVACLEGKSAGEKAAIIHQHLGRREMTDVIIETMKARADEVRDTVEEKKPSAAPVSAQRSREQSESVNTAPESPSKQLPDQISFFSGNPSVEIVHGIMHLYKTNKMTSLKEDVRRSAMLCVLTVPATMTSHDLMKFVAPFNDVIEQMKIIRDSTPNQYMVLIKFSAQADADSFYMACNGRQFNSIEDDVCQLVYVERAEVLKSEDGASLPVMDLTELPKCTVCLERMDESVNGILTTLCNHSFHSQCLQRWDDTTCP.... Result: 0 (no interaction). (6) The miRNA is hsa-miR-4697-3p with sequence UGUCAGUGACUCCUGCCCCUUGGU. The protein sequence of the target gene is MTTLTRQDLNFGQVVADVLCEFLEVAVHLILYVREVYPVGIFQKRKKYNVPVQMSCHPELNQYIQDTLHCVKPLLEKNDVEKVVVVILDKEHRPVEKFVFEITQPPLLSISSDSLLSHVEQLLRAFILKISVCDAVLDHNPPGCTFTVLVHTREAATRNMEKIQVIKDFPWILADEQDVHMHDPRLIPLKTMTSDILKMQLYVEERAHKGS. Result: 0 (no interaction). (7) The miRNA is hsa-miR-4268 with sequence GGCUCCUCCUCUCAGGAUGUG. The protein sequence of the target gene is MKLHHCLSFLLVVTLVPAALSLEDVAPLGANQSSYNASFLPSFELSAGSYSGDDVIIVKEGTNVSLECLLTVDQYGEVHWYNSKGQQLHSRGGKWLVSDNFLNITSVAFDDRGLYTCIITSPARASYSVTLRVIFTSGDMSVYYMVVCLIAFTITLILNVTRLCLMSTHLRKTEKAINEFFRTEGAEKLQKAFEIAKRIPIITSAKTLELAKVTQFKTMEFARYIEELARSVPLPPLILNCRAFVEEMFEAVRVDDPDDMGERIKERPALDAQSGIYVINPELGRSNSPGGDSDDGSLSE.... Result: 0 (no interaction). (8) The miRNA is hsa-miR-769-5p with sequence UGAGACCUCUGGGUUCUGAGCU. The protein sequence of the target gene is MVAKDYPFYLTVKRANCSLELPPASGPAKDAEEPSNKRVKPLSRVTSLANLIPPVKATPLKRFSQTLQRSISFRSESRPDILAPRPWSRNAAPSSTKRRDSKLWSETFDVCVNQMLTSKEIKRQEAIFELSQGEEDLIEDLKLAKKAYHDPMLKLSIMTEQELNQIFGTLDSLIPLHEELLSQLRDVRKPDGSTEHVGPILVGWLPCLSSYDSYCSNQVAAKALLDHKKQDHRVQDFLQRCLESPFSRKLDLWNFLDIPRSRLVKYPLLLREILRHTPNDNPDQQHLEEAINIIQGIVAE.... Result: 1 (interaction). (9) Result: 1 (interaction). The miRNA is hsa-miR-4501 with sequence UAUGUGACCUCGGAUGAAUCA. The protein sequence of the target gene is MASKIGSRRWMLQLIMQLGSVLLTRCPFWGCFSQLMLYAERAEARRKPDIPVPYLYFDMGAAVLCASFMSFGVKRRWFALGAALQLAISTYAAYIGGYVHYGDWLKVRMYSRTVAIIGGFLVLASGAGELYRRKPRSRSLQSTGQVFLGIYLICVAYSLQHSKEDRLAYLNHLPGGELMIQLFFVLYGILALAFLSGYYVTLAAQILAVLLPPVMLLIDGNVAYWHNTRRVEFWNQMKLLGESVGIFGTAVILATDG. (10) The miRNA is hsa-miR-6500-3p with sequence ACACUUGUUGGGAUGACCUGC. The protein sequence of the target gene is MTAEDSATAMNSDPTVGSSTKVPEGVAGAPNEAALLALIERTGYTMVQENGQRKYGGPPPGWEGPHPQRGCEVFVGKIPRDVYEDELVPVFETVGRIYELRLMMDFDGKNRGYAFVMYCHKHEAKRAVRELNNYEIRPGRLLGVCCSVDNCRLFIGGIPKMKKRGEILEEIAKVTEGVLNVIVYASAADKMKNRGFAFVEYESHRAAAMARRKLMPGRIQLWGHQIAVDWAEPEIDVDEDVMQTVKILYVRNLMIETTEETIKKSFGQFNPGCVERVKKIRDYAFVHFTSREDAVHAMNN.... Result: 0 (no interaction).